This data is from Catalyst prediction with 721,799 reactions and 888 catalyst types from USPTO. The task is: Predict which catalyst facilitates the given reaction. (1) Reactant: [Cl:1][C:2]1[C:7]([Cl:8])=[CH:6][CH:5]=[CH:4][C:3]=1[CH2:9][C:10]1[C:11]([CH2:16][CH3:17])=[N:12][NH:13][C:14]=1[NH2:15].O=[C:19]([CH:26]1[CH2:31][CH2:30][O:29][CH2:28][CH2:27]1)[CH2:20][C:21](OCC)=[O:22]. Product: [Cl:1][C:2]1[C:7]([Cl:8])=[CH:6][CH:5]=[CH:4][C:3]=1[CH2:9][C:10]1[C:11]([CH2:16][CH3:17])=[N:12][N:13]2[C:21]([OH:22])=[CH:20][C:19]([CH:26]3[CH2:31][CH2:30][O:29][CH2:28][CH2:27]3)=[N:15][C:14]=12. The catalyst class is: 15. (2) Reactant: CC(C)([O-])C.[K+].[Br-].C1([C:14]([PH3+])([C:21]2[CH:26]=[CH:25][CH:24]=[CH:23][CH:22]=2)[C:15]2[CH:20]=CC=CC=2)C=CC=CC=1.C1(C([N:37]2[CH:41]=[C:40]([C:42]3[C:43]4[CH:50]=[CH:49][N:48]([CH2:51][O:52][CH2:53][CH2:54][Si:55]([CH3:58])([CH3:57])[CH3:56])[C:44]=4[N:45]=[CH:46][N:47]=3)[CH:39]=[N:38]2)CC=O)CCCC1. Product: [CH:26]1([CH:21]([N:37]2[CH:41]=[C:40]([C:42]3[C:43]4[CH:50]=[CH:49][N:48]([CH2:51][O:52][CH2:53][CH2:54][Si:55]([CH3:58])([CH3:57])[CH3:56])[C:44]=4[N:45]=[CH:46][N:47]=3)[CH:39]=[N:38]2)[CH2:14][CH:15]=[CH2:20])[CH2:25][CH2:24][CH2:23][CH2:22]1. The catalyst class is: 1. (3) Reactant: [CH3:1][O:2][C:3]([C:5]1[S:6][C:7]([S:23][CH3:24])=[C:8]([S:10]([C:13]2[CH:21]=[C:20]([Br:22])[C:16]3[N:17]=[CH:18][NH:19][C:15]=3[CH:14]=2)(=[O:12])=[O:11])[CH:9]=1)=[O:4].CI.[C:27]([O-])([O-])=O.[K+].[K+]. Product: [CH3:1][O:2][C:3]([C:5]1[S:6][C:7]([S:23][CH3:24])=[C:8]([S:10]([C:13]2[CH:21]=[C:20]([Br:22])[C:16]3[N:17]=[CH:18][N:19]([CH3:27])[C:15]=3[CH:14]=2)(=[O:11])=[O:12])[CH:9]=1)=[O:4]. The catalyst class is: 9. (4) Reactant: [Br:1][C:2]1[CH:3]=[CH:4][C:5]([C:9]#[N:10])=[N:6][C:7]=1[CH3:8].O.NN.BrC1C=CC([C:22](=[NH:25])[NH:23]N)=NC=1C.C(O)=O. Product: [Br:1][C:2]1[C:7]([CH3:8])=[N:6][C:5]([C:9]2[N:25]=[CH:22][NH:23][N:10]=2)=[CH:4][CH:3]=1. The catalyst class is: 357. (5) Reactant: C(OC([N:8]1[CH2:12][CH:11]2[CH2:13][CH2:14][CH2:15][CH:10]2[CH:9]1[C:16]([OH:18])=[O:17])=O)(C)(C)C.[C:19]([O:23][C:24]([N:26]1[CH2:30][C@@H:29]2[CH2:31][CH2:32][CH2:33][C@@H:28]2[C@H:27]1[C:34]([O-:36])=[O:35])=[O:25])([CH3:22])([CH3:21])[CH3:20].[C@@H:37]1([NH3+:47])[C:46]2[C:41](=[CH:42][CH:43]=[CH:44][CH:45]=2)[CH2:40][CH2:39][CH2:38]1.[ClH:48]. Product: [ClH:48].[CH2:19]([O:18][C:16]([CH:9]1[C:10]2=[CH:15][CH2:14][CH2:13][CH:11]2[CH2:12][NH:8]1)=[O:17])[CH3:20].[C:19]([O:23][C:24]([N:26]1[CH2:30][C@@H:29]2[CH2:31][CH2:32][CH2:33][C@@H:28]2[C@H:27]1[C:34]([O-:36])=[O:35])=[O:25])([CH3:22])([CH3:20])[CH3:21].[C@@H:37]1([NH3+:47])[C:46]2[C:41](=[CH:42][CH:43]=[CH:44][CH:45]=2)[CH2:40][CH2:39][CH2:38]1. The catalyst class is: 8. (6) Reactant: [C:1]([N:4]1[C:13]2[C:8](=[CH:9][C:10]([C:14]3[CH:22]=[CH:21][C:17]([C:18]([O-:20])=[O:19])=[CH:16][CH:15]=3)=[CH:11][CH:12]=2)[C@H:7]([NH:23][C:24]([O:26][CH:27]([CH3:29])[CH3:28])=[O:25])[CH2:6][C@@H:5]1[CH3:30])(=[O:3])[CH3:2].[Li+].Br[CH2:33][CH2:34][N:35]([CH3:37])[CH3:36].C(=O)([O-])[O-].[K+].[K+]. Product: [C:1]([N:4]1[C:13]2[C:8](=[CH:9][C:10]([C:14]3[CH:22]=[CH:21][C:17]([C:18]([O:20][CH2:33][CH2:34][N:35]([CH3:37])[CH3:36])=[O:19])=[CH:16][CH:15]=3)=[CH:11][CH:12]=2)[C@H:7]([NH:23][C:24]([O:26][CH:27]([CH3:29])[CH3:28])=[O:25])[CH2:6][C@@H:5]1[CH3:30])(=[O:3])[CH3:2]. The catalyst class is: 3.